Dataset: Cav3 T-type calcium channel HTS with 100,875 compounds. Task: Binary Classification. Given a drug SMILES string, predict its activity (active/inactive) in a high-throughput screening assay against a specified biological target. (1) The molecule is O1C(CCC1)CNC(=O)c1c(=O)n2c3c(CC2)cccc3c1O. The result is 0 (inactive). (2) The compound is O1CCN(CCCNC(=O)CC2Oc3c(NC2=O)cccc3)CC1. The result is 0 (inactive). (3) The compound is s1nc(nc1NC(=O)CCc1oc(CC)cc1)CC(=O)C. The result is 0 (inactive). (4) The compound is S(=O)(=O)(NCc1ccccc1)c1ccc(NC=O)cc1. The result is 0 (inactive). (5) The drug is O(C1(C(=O)c2cn(C3CC3)c(cc2=CC1=O)c1ccc(cc1)C#N)C)C(=O)CCc1ccccc1. The result is 0 (inactive). (6) The drug is S(=O)(=O)(N1C2CC(CC(C2)(C)C)(C1)C)c1cc(N)ccc1. The result is 0 (inactive).